Task: Predict the product of the given reaction.. Dataset: Forward reaction prediction with 1.9M reactions from USPTO patents (1976-2016) (1) The product is: [CH2:23]([NH:22][C:19]1[N:18]=[C:17]([O:25][CH3:26])[C:16]([C:12]2[CH:11]=[CH:10][C:9]([O:8][C:6]3[CH:5]=[CH:4][N:3]=[C:2]([C:31]4[CH:30]=[N:29][C:28]([CH3:27])=[CH:33][CH:32]=4)[CH:7]=3)=[C:14]([CH3:15])[N:13]=2)=[CH:21][N:20]=1)[CH3:24]. Given the reactants Cl[C:2]1[CH:7]=[C:6]([O:8][C:9]2[CH:10]=[CH:11][C:12]([C:16]3[C:17]([O:25][CH3:26])=[N:18][C:19]([NH:22][CH2:23][CH3:24])=[N:20][CH:21]=3)=[N:13][C:14]=2[CH3:15])[CH:5]=[CH:4][N:3]=1.[CH3:27][C:28]1[CH:33]=[CH:32][C:31](B2OC(C)(C)C(C)(C)O2)=[CH:30][N:29]=1.C([O-])([O-])=O.[K+].[K+], predict the reaction product. (2) Given the reactants [CH3:1][C:2]1([CH3:9])[CH2:7][C:6](=[O:8])[O:5][C:3]1=[O:4].[F:10][C:11]1[CH:16]=[CH:15][C:14]([C:17]2[NH:21][C:20]([C@@H:22]3[CH2:26][CH2:25][CH2:24][N:23]3[C:27]([C@:29]34[CH2:55][CH2:54][C@@H:53]([C:56]5([CH3:59])[CH2:58][CH2:57]5)[C@@H:30]3[C@@H:31]3[C@@:44]([CH3:47])([CH2:45][CH2:46]4)[C@@:43]4([CH3:48])[C@@H:34]([C@:35]5([CH3:52])[C@@H:40]([CH2:41][CH2:42]4)[C:39]([CH3:50])([CH3:49])[C@@H:38]([OH:51])[CH2:37][CH2:36]5)[CH2:33][CH2:32]3)=[O:28])=[N:19][CH:18]=2)=[CH:13][CH:12]=1, predict the reaction product. The product is: [F:10][C:11]1[CH:12]=[CH:13][C:14]([C:17]2[NH:21][C:20]([C@@H:22]3[CH2:26][CH2:25][CH2:24][N:23]3[C:27]([C@:29]34[CH2:55][CH2:54][C@@H:53]([C:56]5([CH3:59])[CH2:58][CH2:57]5)[C@@H:30]3[C@@H:31]3[C@@:44]([CH3:47])([CH2:45][CH2:46]4)[C@@:43]4([CH3:48])[C@@H:34]([C@:35]5([CH3:52])[C@@H:40]([CH2:41][CH2:42]4)[C:39]([CH3:49])([CH3:50])[C@@H:38]([O:51][C:6](=[O:8])[CH2:7][C:2]([CH3:9])([CH3:1])[C:3]([OH:5])=[O:4])[CH2:37][CH2:36]5)[CH2:33][CH2:32]3)=[O:28])=[N:19][CH:18]=2)=[CH:15][CH:16]=1. (3) Given the reactants Br[C:2]1[C:10]2[O:9][C@@H:8]([CH2:11][Br:12])[CH2:7][C:6]=2[CH:5]=[C:4]([F:13])[CH:3]=1.[Cl:14]C1C=C(C)C(B(O)O)=CC=1.[CH3:25][C:26]1[CH:31]=[CH:30][C:29](S(OCC2[CH2:25][C:26]3[C:31](C4C=CC=CC=4)=[CH:30][CH:29]=[CH:28][C:27]=3O2)(=O)=O)=[CH:28][CH:27]=1, predict the reaction product. The product is: [Br:12][CH2:11][C@H:8]1[CH2:7][C:6]2[CH:5]=[C:4]([F:13])[CH:3]=[C:2]([C:27]3[CH:28]=[C:29]([Cl:14])[CH:30]=[CH:31][C:26]=3[CH3:25])[C:10]=2[O:9]1. (4) Given the reactants [Br:1][C:2]1[CH:3]=[CH:4][C:5]([F:10])=[C:6]([CH:9]=1)[CH:7]=O.[Cl-].[CH3:12][O:13][CH2:14][P+](C1C=CC=CC=1)(C1C=CC=CC=1)C1C=CC=CC=1, predict the reaction product. The product is: [CH3:12][O:13][CH:14]=[CH:7][C:6]1[CH:9]=[C:2]([Br:1])[CH:3]=[CH:4][C:5]=1[F:10]. (5) Given the reactants [NH2:1][C:2]1[CH:7]=[CH:6][C:5]([N:8]2[C:14](=[O:15])[CH2:13][C:12](=[O:16])[NH:11][C:10]3[C:17]4[C:22]([CH:23]=[CH:24][C:9]2=3)=[CH:21][CH:20]=[CH:19][CH:18]=4)=[CH:4][CH:3]=1.[C:25]1([CH3:34])[C:26]([N:31]=[C:32]=[S:33])=[CH:27][CH:28]=[CH:29][CH:30]=1, predict the reaction product. The product is: [O:16]=[C:12]1[NH:11][C:10]2[C:17]3[C:22]([CH:23]=[CH:24][C:9]=2[N:8]([C:5]2[CH:6]=[CH:7][C:2]([NH:1][C:32]([NH:31][C:26]4[CH:27]=[CH:28][CH:29]=[CH:30][C:25]=4[CH3:34])=[S:33])=[CH:3][CH:4]=2)[C:14](=[O:15])[CH2:13]1)=[CH:21][CH:20]=[CH:19][CH:18]=3.